Dataset: Forward reaction prediction with 1.9M reactions from USPTO patents (1976-2016). Task: Predict the product of the given reaction. (1) Given the reactants ClC(O[C:6](=[O:12])OC(Cl)(Cl)Cl)(Cl)Cl.[C:13]([C:17]1[CH:18]=[C:19]([CH:22]=[CH:23][CH:24]=1)[CH2:20][NH2:21])([CH3:16])([CH3:15])[CH3:14].CC[N:27](C(C)C)C(C)C, predict the reaction product. The product is: [C:13]([C:17]1[CH:24]=[CH:23][CH:22]=[C:19]([CH2:20][N:21]=[C:6]=[O:12])[CH:18]=1)([CH3:16])([CH3:14])[CH3:15].[NH3:27]. (2) Given the reactants Br[C:2]1[CH:3]=[C:4]([CH:20]=[CH:21][C:22]=1[OH:23])[O:5][CH2:6][CH2:7][CH2:8][N:9]1[C:17](=[O:18])[C:16]2[C:11](=[CH:12][CH:13]=[CH:14][CH:15]=2)[C:10]1=[O:19].[Cu][C:25]#[N:26].C(N(CC(O)=O)CC(O)=O)CN(CC(O)=O)CC(O)=O, predict the reaction product. The product is: [O:19]=[C:10]1[C:11]2[C:16](=[CH:15][CH:14]=[CH:13][CH:12]=2)[C:17](=[O:18])[N:9]1[CH2:8][CH2:7][CH2:6][O:5][C:4]1[CH:20]=[CH:21][C:22]([OH:23])=[C:2]([CH:3]=1)[C:25]#[N:26].